Dataset: Forward reaction prediction with 1.9M reactions from USPTO patents (1976-2016). Task: Predict the product of the given reaction. (1) Given the reactants C(N(CC)CC)C.[C:8]([O:12][C:13](=[O:20])[NH:14][CH2:15][CH2:16][CH2:17][NH:18][CH3:19])([CH3:11])([CH3:10])[CH3:9].[Cl:21][C:22]1[N:26]=[C:25](Cl)[S:24][N:23]=1, predict the reaction product. The product is: [C:8]([O:12][C:13](=[O:20])[NH:14][CH2:15][CH2:16][CH2:17][N:18]([C:25]1[S:24][N:23]=[C:22]([Cl:21])[N:26]=1)[CH3:19])([CH3:11])([CH3:10])[CH3:9]. (2) Given the reactants C(OC([N:8]1[CH2:12][CH2:11][C@@H:10]([C:13]([OH:15])=O)[CH2:9]1)=O)(C)(C)C.[CH3:16][CH:17]([N:19]1[CH2:24][CH2:23][NH:22][CH2:21][CH2:20]1)[CH3:18], predict the reaction product. The product is: [CH3:16][CH:17]([N:19]1[CH2:24][CH2:23][N:22]([C:13]([C@@H:10]2[CH2:11][CH2:12][NH:8][CH2:9]2)=[O:15])[CH2:21][CH2:20]1)[CH3:18]. (3) The product is: [F:1][CH:2]([F:12])[O:3][C:4]1[CH:11]=[CH:10][CH:9]=[CH:8][C:5]=1/[CH:6]=[CH:32]/[C:33](=[O:39])[C:34]([O:36][CH2:37][CH3:38])=[O:35]. Given the reactants [F:1][CH:2]([F:12])[O:3][C:4]1[CH:11]=[CH:10][CH:9]=[CH:8][C:5]=1[CH:6]=O.C1(P(=[CH:32][C:33](=[O:39])[C:34]([O:36][CH2:37][CH3:38])=[O:35])(C2C=CC=CC=2)C2C=CC=CC=2)C=CC=CC=1, predict the reaction product. (4) Given the reactants [Br:1][C:2]1[CH:7]=[C:6]([CH:8]([OH:13])[C:9]([F:12])([F:11])[F:10])[CH:5]=[CH:4][N:3]=1.C(N(CC)CC)C.FC(F)(F)S(O[Si:27]([C:30]([CH3:33])([CH3:32])[CH3:31])([CH3:29])[CH3:28])(=O)=O.O, predict the reaction product. The product is: [Br:1][C:2]1[CH:7]=[C:6]([CH:8]([O:13][Si:27]([C:30]([CH3:33])([CH3:32])[CH3:31])([CH3:29])[CH3:28])[C:9]([F:11])([F:12])[F:10])[CH:5]=[CH:4][N:3]=1.